This data is from Full USPTO retrosynthesis dataset with 1.9M reactions from patents (1976-2016). The task is: Predict the reactants needed to synthesize the given product. (1) Given the product [CH2:1]([O:3][C:4](=[O:35])[C:5]([O:22][C:23]1[CH:24]=[CH:25][C:26]([CH:29]2[CH2:34][CH2:33][CH2:32][CH2:31][CH2:30]2)=[CH:27][CH:28]=1)([CH3:21])[CH2:6][C:7]1[CH:8]=[CH:9][C:10]([OH:13])=[CH:11][CH:12]=1)[CH3:2], predict the reactants needed to synthesize it. The reactants are: [CH2:1]([O:3][C:4](=[O:35])[C:5]([O:22][C:23]1[CH:28]=[CH:27][C:26]([CH:29]2[CH2:34][CH2:33][CH2:32][CH2:31][CH2:30]2)=[CH:25][CH:24]=1)([CH3:21])[CH2:6][C:7]1[CH:12]=[CH:11][C:10]([O:13]CC2C=CC=CC=2)=[CH:9][CH:8]=1)[CH3:2]. (2) Given the product [Cl:17][C:11]1[CH:12]=[CH:13][CH:14]=[C:15]([Cl:16])[C:10]=1[C:9]([NH:8][C:6]1[CH:5]=[CH:4][N:3]=[C:2]([NH:19][C:20]2[CH:21]=[CH:22][C:23]([C:24]([O:26][CH2:27][CH3:28])=[O:25])=[CH:29][CH:30]=2)[CH:7]=1)=[O:18], predict the reactants needed to synthesize it. The reactants are: Br[C:2]1[CH:7]=[C:6]([NH:8][C:9](=[O:18])[C:10]2[C:15]([Cl:16])=[CH:14][CH:13]=[CH:12][C:11]=2[Cl:17])[CH:5]=[CH:4][N:3]=1.[NH2:19][C:20]1[CH:30]=[CH:29][C:23]([C:24]([O:26][CH2:27][CH3:28])=[O:25])=[CH:22][CH:21]=1.C([O-])([O-])=O.[Cs+].[Cs+]. (3) Given the product [CH:1]1([C:4]2[N:5]=[N:6][S:7][C:8]=2[C:9]([OH:11])=[O:10])[CH2:2][CH2:3]1, predict the reactants needed to synthesize it. The reactants are: [CH:1]1([C:4]2[N:5]=[N:6][S:7][C:8]=2[C:9]([O:11]C)=[O:10])[CH2:3][CH2:2]1.[OH-].[Na+].